This data is from Full USPTO retrosynthesis dataset with 1.9M reactions from patents (1976-2016). The task is: Predict the reactants needed to synthesize the given product. (1) Given the product [CH3:39][C:2]([CH3:3])([CH3:4])[CH2:1][N:5]1[CH:9]=[C:8]([C:20]2[O:24][C:23]([C:25]([NH:27][CH2:28][C:29]3[CH:34]=[CH:33][N:32]4[CH:35]=[CH:36][N:37]=[C:31]4[CH:30]=3)=[O:26])=[CH:22][CH:21]=2)[CH:7]=[N:6]1, predict the reactants needed to synthesize it. The reactants are: [CH2:1]([N:5]1[CH:9]=[C:8](B2OC(C)(C)C(C)(C)O2)[CH:7]=[N:6]1)[CH:2]([CH3:4])[CH3:3].Br[C:20]1[O:24][C:23]([C:25]([NH:27][CH2:28][C:29]2[CH:34]=[CH:33][N:32]3[CH:35]=[CH:36][N:37]=[C:31]3[CH:30]=2)=[O:26])=[CH:22][CH:21]=1.Br[C:39]1C=CC(N)=CC=1. (2) Given the product [CH2:22]([C:19]1[CH:20]=[CH:21][C:16]([C:8]2[C:7]([CH2:6][O:5][C:30]3[C:29]([F:32])=[CH:28][C:27]([CH:33]4[CH2:35][CH:34]4[C:36]([OH:38])=[O:37])=[CH:26][C:25]=3[F:24])=[C:11]([C:12]([F:15])([F:14])[F:13])[S:10][N:9]=2)=[CH:17][CH:18]=1)[CH3:23], predict the reactants needed to synthesize it. The reactants are: CS([O:5][CH2:6][C:7]1[C:8]([C:16]2[CH:21]=[CH:20][C:19]([CH2:22][CH3:23])=[CH:18][CH:17]=2)=[N:9][S:10][C:11]=1[C:12]([F:15])([F:14])[F:13])(=O)=O.[F:24][C:25]1[CH:26]=[C:27]([CH:33]2[CH2:35][CH:34]2[C:36]([O:38]CC)=[O:37])[CH:28]=[C:29]([F:32])[C:30]=1O. (3) The reactants are: C(O)(C)C.C([O:7][C:8](=O)[C:9]1[CH:14]=[CH:13][CH:12]=[N:11][C:10]=1[NH:15][CH2:16][C:17]1[CH:22]=[CH:21][C:20]([F:23])=[CH:19][CH:18]=1)C.O.[NH2:26][NH2:27]. Given the product [F:23][C:20]1[CH:21]=[CH:22][C:17]([CH2:16][NH:15][C:10]2[N:11]=[CH:12][CH:13]=[CH:14][C:9]=2[C:8]([NH:26][NH2:27])=[O:7])=[CH:18][CH:19]=1, predict the reactants needed to synthesize it. (4) Given the product [CH3:1][O:2][CH2:3][C@H:4]([CH3:48])[CH2:5][O:6][CH2:7][C:8]1[CH:13]=[CH:12][C:11]([C@@H:14]2[C@@H:19]([O:20][CH2:21][C:22]3[CH:23]=[CH:24][C:25]4[O:30][CH2:29][CH2:28][N:27]([CH2:31][CH2:32][CH2:33][O:34][CH3:35])[C:26]=4[CH:36]=3)[CH2:18][NH:17][CH2:16][C@H:15]2[O:47][CH2:59][CH2:58][C@H:57]([OH:56])[CH3:61])=[CH:10][CH:9]=1, predict the reactants needed to synthesize it. The reactants are: [CH3:1][O:2][CH2:3][C@H:4]([CH3:48])[CH2:5][O:6][CH2:7][C:8]1[CH:13]=[CH:12][C:11]([C@@H:14]2[C@@H:19]([O:20][CH2:21][C:22]3[CH:23]=[CH:24][C:25]4[O:30][CH2:29][CH2:28][N:27]([CH2:31][CH2:32][CH2:33][O:34][CH3:35])[C:26]=4[CH:36]=3)[CH2:18][N:17](S(C3C=CC(C)=CC=3)(=O)=O)[CH2:16][C@H:15]2[OH:47])=[CH:10][CH:9]=1.C([Si]([O:56][C@H:57]([CH3:61])[CH2:58][CH2:59]I)(C)C)(C)(C)C. (5) The reactants are: [F:1][C@@H:2]1[CH2:6][N:5]([C:7]2[CH:8]=[CH:9][C:10]([NH2:13])=[N:11][CH:12]=2)[C@@H:4]([C:14]2[CH:19]=[C:18]([F:20])[CH:17]=[CH:16][C:15]=2[O:21][C@H:22]2[CH2:26][CH2:25][O:24][CH2:23]2)[CH2:3]1.[CH3:27]N(C(OC)OC)C.[CH2:35]([O:37][C:38](=[O:41])[CH2:39]Br)[CH3:36].CO. Given the product [CH2:35]([O:37][C:38]([C:39]1[N:11]2[CH:12]=[C:7]([N:5]3[CH2:6][C@@H:2]([F:1])[CH2:3][C@@H:4]3[C:14]3[CH:19]=[C:18]([F:20])[CH:17]=[CH:16][C:15]=3[O:21][C@H:22]3[CH2:26][CH2:25][O:24][CH2:23]3)[CH:8]=[CH:9][C:10]2=[N:13][CH:27]=1)=[O:41])[CH3:36], predict the reactants needed to synthesize it. (6) Given the product [S:13]1[C:17]2[CH:18]=[CH:19][CH:20]=[CH:21][C:16]=2[C:15]([N:22]2[CH2:23][CH2:24][N:25]([CH2:28][CH2:29][C@H:30]3[CH2:35][CH2:34][C@H:33]([NH:36][C:5]([NH:44][C:45]4[CH:50]=[CH:49][CH:48]=[CH:47][CH:46]=4)=[O:11])[CH2:32][CH2:31]3)[CH2:26][CH2:27]2)=[N:14]1, predict the reactants needed to synthesize it. The reactants are: ClC(Cl)(O[C:5](=[O:11])OC(Cl)(Cl)Cl)Cl.[S:13]1[C:17]2[CH:18]=[CH:19][CH:20]=[CH:21][C:16]=2[C:15]([N:22]2[CH2:27][CH2:26][N:25]([CH2:28][CH2:29][C@H:30]3[CH2:35][CH2:34][C@H:33]([NH2:36])[CH2:32][CH2:31]3)[CH2:24][CH2:23]2)=[N:14]1.C(N(CC)CC)C.[NH2:44][C:45]1[CH:50]=[CH:49][CH:48]=[CH:47][CH:46]=1. (7) Given the product [Cl:3][C:4]1[CH:5]=[CH:6][C:7]([C:10]2[N:11]=[C:12]3[CH:17]=[CH:16][C:15]([C:18]4[CH:19]=[C:20]([CH:24]([OH:26])[CH3:25])[CH:21]=[CH:22][CH:23]=4)=[CH:14][N:13]3[CH:27]=2)=[CH:8][CH:9]=1, predict the reactants needed to synthesize it. The reactants are: [BH4-].[Na+].[Cl:3][C:4]1[CH:9]=[CH:8][C:7]([C:10]2[N:11]=[C:12]3[CH:17]=[CH:16][C:15]([C:18]4[CH:19]=[C:20]([C:24](=[O:26])[CH3:25])[CH:21]=[CH:22][CH:23]=4)=[CH:14][N:13]3[CH:27]=2)=[CH:6][CH:5]=1.